Dataset: Forward reaction prediction with 1.9M reactions from USPTO patents (1976-2016). Task: Predict the product of the given reaction. (1) Given the reactants C[Si](C)(C)[O:3][CH:4]1[CH2:8][NH:7][C:6](=[O:9])[CH2:5]1.CC(C)([O-])C.[Li+].[Br:18][C:19]1[CH:20]=[CH:21][C:22]2[O:31][C:30]3[C:29](=[O:32])[NH:28][C:27]([CH:33]4CCCN4)=[N:26][C:25]=3[C:23]=2[CH:24]=1.Cl, predict the reaction product. The product is: [Br:18][C:19]1[CH:20]=[CH:21][C:22]2[O:31][C:30]3[C:29](=[O:32])[NH:28][C:27]([CH2:33][N:7]4[CH2:8][CH:4]([OH:3])[CH2:5][C:6]4=[O:9])=[N:26][C:25]=3[C:23]=2[CH:24]=1. (2) Given the reactants [CH:1]1([CH2:4][C:5]2([CH:15]=O)[CH2:14][CH2:13][C:8]3([O:12][CH2:11][CH2:10][O:9]3)[CH2:7][CH2:6]2)[CH2:3][CH2:2]1.[CH3:17][C:18]([S:21]([NH2:23])=[O:22])([CH3:20])[CH3:19].O, predict the reaction product. The product is: [CH:1]1([CH2:4][C:5]2([CH:15]=[N:23][S:21]([C:18]([CH3:20])([CH3:19])[CH3:17])=[O:22])[CH2:6][CH2:7][C:8]3([O:9][CH2:10][CH2:11][O:12]3)[CH2:13][CH2:14]2)[CH2:2][CH2:3]1. (3) Given the reactants [NH2:1][CH2:2][CH2:3][NH:4][C:5]1[C:6]2[N:7]([C:16](=[O:19])[NH:17][N:18]=2)[C:8]2[C:13]([N:14]=1)=[CH:12][CH:11]=[C:10]([F:15])[CH:9]=2.Cl[C:21]1[CH:26]=[CH:25][C:24]([C:27]([F:30])([F:29])[F:28])=[CH:23][N:22]=1.C(=O)([O-])[O-].[Na+].[Na+], predict the reaction product. The product is: [F:15][C:10]1[CH:9]=[C:8]2[C:13]([N:14]=[C:5]([NH:4][CH2:3][CH2:2][NH:1][C:21]3[CH:26]=[CH:25][C:24]([C:27]([F:30])([F:29])[F:28])=[CH:23][N:22]=3)[C:6]3[N:7]2[C:16](=[O:19])[NH:17][N:18]=3)=[CH:12][CH:11]=1. (4) The product is: [ClH:24].[CH:20]1([C:19]2[C:14]([N:11]3[CH2:12][CH2:13][NH:8][CH2:9][CH2:10]3)=[N:15][CH:16]=[C:17]([CH3:23])[CH:18]=2)[CH2:21][CH2:22]1. Given the reactants C(OC([N:8]1[CH2:13][CH2:12][N:11]([C:14]2[C:19]([CH:20]3[CH2:22][CH2:21]3)=[CH:18][C:17]([CH3:23])=[CH:16][N:15]=2)[CH2:10][CH2:9]1)=O)(C)(C)C.[ClH:24].C(OCC)(=O)C.C(OCC)(=O)C, predict the reaction product. (5) Given the reactants [CH3:1][O:2][C:3]1[CH:8]=[CH:7][CH:6]=[C:5]([O:9][CH3:10])[C:4]=1[CH:11]1[N:16]([CH2:17][C:18]2[CH:23]=[CH:22][C:21]([OH:24])=[CH:20][CH:19]=2)[C:15](=[O:25])[CH2:14][CH2:13][CH2:12]1.Br[CH2:27][CH3:28], predict the reaction product. The product is: [CH3:1][O:2][C:3]1[CH:8]=[CH:7][CH:6]=[C:5]([O:9][CH3:10])[C:4]=1[CH:11]1[N:16]([CH2:17][C:18]2[CH:23]=[CH:22][C:21]([O:24][CH2:27][CH3:28])=[CH:20][CH:19]=2)[C:15](=[O:25])[CH2:14][CH2:13][CH2:12]1. (6) Given the reactants C(O)CCC.[NH2:6][C:7]1[CH:8]=[C:9]2[C:14](=[CH:15][CH:16]=1)[CH2:13][N:12](C(OC(C)(C)C)=O)[CH2:11][CH2:10]2.[Cl:24][C:25]1[O:26][C:27]2[CH:33]=[CH:32][CH:31]=[CH:30][C:28]=2[N:29]=1, predict the reaction product. The product is: [ClH:24].[O:26]1[C:27]2[CH:33]=[CH:32][CH:31]=[CH:30][C:28]=2[N:29]=[C:25]1[NH:6][C:7]1[CH:8]=[C:9]2[C:14](=[CH:15][CH:16]=1)[CH2:13][NH:12][CH2:11][CH2:10]2. (7) Given the reactants [OH:1][C@@H:2]1[CH2:6][CH2:5][N:4]([C:7]([O:9][C:10]([CH3:13])([CH3:12])[CH3:11])=[O:8])[CH2:3]1.[CH2:14](Br)[CH:15]([CH3:17])[CH3:16].[OH-].[Na+], predict the reaction product. The product is: [CH2:14]([O:1][C@@H:2]1[CH2:6][CH2:5][N:4]([C:7]([O:9][C:10]([CH3:13])([CH3:12])[CH3:11])=[O:8])[CH2:3]1)[CH:15]([CH3:17])[CH3:16].